This data is from Reaction yield outcomes from USPTO patents with 853,638 reactions. The task is: Predict the reaction yield, written as a fraction of the theoretical maximum amount of product (1.0 means a 100% yield; for example, 0.34 means a 34% yield). (1) The reactants are [Br:1][C:2]1[CH:3]=[C:4]2[C:12](=[CH:13][CH:14]=1)[N:11]([C:15]([O:17][C:18]([CH3:21])([CH3:20])[CH3:19])=[O:16])[C:10]1[CH2:9][CH2:8][CH:7]([CH3:22])[CH2:6][C:5]2=1. The catalyst is C1C=CC=CC=1. The product is [Br:1][C:2]1[CH:14]=[CH:13][C:12]2[N:11]([C:15]([O:17][C:18]([CH3:21])([CH3:20])[CH3:19])=[O:16])[C:10]3[C:5]([C:4]=2[CH:3]=1)=[CH:6][C:7]([CH3:22])=[CH:8][CH:9]=3. The yield is 0.830. (2) The reactants are [C:1]([O:5][C:6]([NH:8][CH2:9][CH:10]=[CH:11][B:12]([OH:14])[OH:13])=[O:7])([CH3:4])([CH3:3])[CH3:2].[CH3:15][C:16](O)([C:18]([CH3:21])(O)[CH3:19])[CH3:17].[O-]S([O-])(=O)=O.[Mg+2]. The catalyst is CCOCC. The product is [CH3:15][C:16]1([CH3:17])[C:18]([CH3:21])([CH3:19])[O:14][B:12]([CH:11]=[CH:10][CH2:9][NH:8][C:6](=[O:7])[O:5][C:1]([CH3:4])([CH3:2])[CH3:3])[O:13]1. The yield is 0.730.